Dataset: Catalyst prediction with 721,799 reactions and 888 catalyst types from USPTO. Task: Predict which catalyst facilitates the given reaction. Product: [CH3:20][NH:11][C@H:10]([C:12]([OH:14])=[O:13])[CH2:9][C:8]1[C:15]2[C:5](=[CH:4][CH:3]=[CH:2][CH:16]=2)[NH:6][CH:7]=1. The catalyst class is: 3. Reactant: O[C:2]1[CH:16]=[C:15]2[C:5]([NH:6][CH:7]=[C:8]2[CH2:9][C@@H:10]([C:12]([OH:14])=[O:13])[NH2:11])=[CH:4][CH:3]=1.[H-].[Na+].I[CH3:20].